Dataset: Catalyst prediction with 721,799 reactions and 888 catalyst types from USPTO. Task: Predict which catalyst facilitates the given reaction. (1) Reactant: C1([O:6][C:7](=[O:40])[C@@H:8]([NH:16][C:17]([O:19][CH2:20][C:21]2[CH:26]=[CH:25][CH:24]=[C:23]([NH:27][C:28](=[O:39])[CH2:29][CH2:30][CH2:31][CH2:32][CH2:33][CH2:34][C:35](=[O:38])[NH:36][OH:37])[CH:22]=2)=[O:18])[CH2:9][C:10]2[CH:15]=[CH:14][CH:13]=[CH:12][CH:11]=2)CCCC1.[OH-].[Na+]. Product: [OH:37][NH:36][C:35]([CH2:34][CH2:33][CH2:32][CH2:31][CH2:30][CH2:29][C:28]([NH:27][C:23]1[CH:22]=[C:21]([CH:26]=[CH:25][CH:24]=1)[CH2:20][O:19][C:17]([NH:16][C@@H:8]([CH2:9][C:10]1[CH:15]=[CH:14][CH:13]=[CH:12][CH:11]=1)[C:7]([OH:40])=[O:6])=[O:18])=[O:39])=[O:38]. The catalyst class is: 1. (2) Reactant: Cl[C:2]1[C:7]([CH:8]([CH2:13][CH2:14][CH3:15])[C:9]([O:11][CH3:12])=[O:10])=[C:6]([CH3:16])[N:5]=[C:4]([C:17]2[CH:22]=[CH:21][CH:20]=[CH:19][CH:18]=2)[N:3]=1.C(N(CC)C(C)C)(C)C.C[O:33][C:34]1[CH:39]=[C:38]([CH3:40])[CH:37]=[CH:36][C:35]=1B(O)O. Product: [OH:33][C:34]1[CH:39]=[C:38]([CH3:40])[CH:37]=[CH:36][C:35]=1[C:2]1[C:7]([CH:8]([CH2:13][CH2:14][CH3:15])[C:9]([O:11][CH3:12])=[O:10])=[C:6]([CH3:16])[N:5]=[C:4]([C:17]2[CH:22]=[CH:21][CH:20]=[CH:19][CH:18]=2)[N:3]=1. The catalyst class is: 659. (3) Reactant: CCOC(C)=O.[CH3:7][CH2:8][C:9]([NH:11][C@@H:12]([C:20]([N:22]1[C:26](=[O:27])[CH:25]=[C:24]([O:28][CH3:29])[C@@H:23]1[CH2:30][C@@H:31]([C:33](Cl)([Cl:35])[Cl:34])[CH3:32])=[O:21])[CH2:13][C@@H:14]([C:16]([Cl:19])([Cl:18])[Cl:17])[CH3:15])=[O:10].C[C@H](C(Cl)Cl)C[C@@H]1N(C)C(=O)[C@H](C[C@@H](C(Cl)(Cl)Cl)C)N(C)C1=O. Product: [CH3:7][CH2:8][C:9]([NH:11][C@@H:12]([C:20]([N:22]1[C:26](=[O:27])[CH:25]=[C:24]([O:28][CH3:29])[C@@H:23]1[CH2:30][C@@H:31]([CH:33]([Cl:35])[Cl:34])[CH3:32])=[O:21])[CH2:13][C@@H:14]([CH:16]([Cl:17])[Cl:18])[CH3:15])=[O:10].[CH3:7][CH2:8][C:9]([NH:11][C@@H:12]([C:20]([N:22]1[C:26](=[O:27])[CH:25]=[C:24]([O:28][CH3:29])[C@@H:23]1[CH2:30][C@@H:31]([CH2:33][Cl:34])[CH3:32])=[O:21])[CH2:13][C@@H:14]([C:16]([Cl:17])([Cl:18])[Cl:19])[CH3:15])=[O:10]. The catalyst class is: 5. (4) Reactant: F[C:2]1[N:7]=[C:6]([N:8]2[C@@H:12]([C@H:13]([OH:15])[CH3:14])[CH2:11][O:10][C:9]2=[O:16])[CH:5]=[CH:4][N:3]=1.[Cl:17][C:18]1[C:23]([Cl:24])=[CH:22][CH:21]=[CH:20][C:19]=1[C:25]1[CH:26]=[N:27][C:28]([CH:31]([NH2:33])[CH3:32])=[N:29][CH:30]=1.O. Product: [Cl:17][C:18]1[C:23]([Cl:24])=[CH:22][CH:21]=[CH:20][C:19]=1[C:25]1[CH:30]=[N:29][C:28]([CH:31]([NH:33][C:2]2[N:7]=[C:6]([N:8]3[C@@H:12]([C@H:13]([OH:15])[CH3:14])[CH2:11][O:10][C:9]3=[O:16])[CH:5]=[CH:4][N:3]=2)[CH3:32])=[N:27][CH:26]=1. The catalyst class is: 16. (5) Reactant: COC1C=CC(P2(SP(C3C=CC(OC)=CC=3)(=S)S2)=[S:10])=CC=1.[CH3:23][C:24]1([CH3:46])[O:29][CH2:28][N:27]([CH2:30][C:31]2[CH:36]=[CH:35][CH:34]=[CH:33][C:32]=2[NH:37][S:38]([C:41]([F:44])([F:43])[F:42])(=[O:40])=[O:39])[C:26](=O)[CH2:25]1. Product: [CH3:23][C:24]1([CH3:46])[O:29][CH2:28][N:27]([CH2:30][C:31]2[CH:36]=[CH:35][CH:34]=[CH:33][C:32]=2[NH:37][S:38]([C:41]([F:44])([F:43])[F:42])(=[O:40])=[O:39])[C:26](=[S:10])[CH2:25]1. The catalyst class is: 11.